Dataset: Forward reaction prediction with 1.9M reactions from USPTO patents (1976-2016). Task: Predict the product of the given reaction. (1) Given the reactants [Cl:1][C:2]1[N:7]=[C:6](Cl)[C:5]([Cl:9])=[CH:4][N:3]=1.[CH3:10][O:11][C:12]1[CH:17]=[CH:16][C:15]([OH:18])=[CH:14][CH:13]=1.C(=O)([O-])[O-].[K+].[K+], predict the reaction product. The product is: [Cl:1][C:2]1[N:7]=[C:6]([O:18][C:15]2[CH:16]=[CH:17][C:12]([O:11][CH3:10])=[CH:13][CH:14]=2)[C:5]([Cl:9])=[CH:4][N:3]=1. (2) The product is: [Br:1][C:2]1[CH:3]=[CH:4][C:5]2[N:15]=[CH:16][N:8]([C:9]3[CH:14]=[CH:13][CH:12]=[CH:11][CH:10]=3)[C:6]=2[CH:7]=1. Given the reactants [Br:1][C:2]1[CH:7]=[C:6]([NH:8][C:9]2[CH:14]=[CH:13][CH:12]=[CH:11][CH:10]=2)[C:5]([NH2:15])=[CH:4][CH:3]=1.[CH3:16]C1C=CC(S(O)(=O)=O)=CC=1.O, predict the reaction product. (3) Given the reactants [F:1][C:2]([S:5][C:6]1[CH:11]=[CH:10][C:9]([NH:12][C:13]2[C:14]([NH2:25])=[C:15]3[C:20](=[CH:21][CH:22]=2)[CH:19]=[C:18]([CH:23]=[CH2:24])[CH:17]=[CH:16]3)=[CH:8][CH:7]=1)([F:4])[F:3].[CH3:26]N(C(OC)OC)C, predict the reaction product. The product is: [F:1][C:2]([S:5][C:6]1[CH:11]=[CH:10][C:9]([N:12]2[C:13]3[CH:22]=[CH:21][C:20]4[CH:19]=[C:18]([CH:23]=[CH2:24])[CH:17]=[CH:16][C:15]=4[C:14]=3[N:25]=[CH:26]2)=[CH:8][CH:7]=1)([F:4])[F:3]. (4) Given the reactants [O:1]=[C:2]1[C:11]2[C:6](=[CH:7][CH:8]=[CH:9][CH:10]=2)[N:5]=[C:4]([CH2:12][CH2:13][CH2:14][C:15]([OH:17])=O)[NH:3]1.Cl.[NH:19]1[CH2:24][CH2:23][CH:22]([C:25]([C:27]2[CH:28]=[C:29]([CH3:33])[CH:30]=[CH:31][CH:32]=2)=[O:26])[CH2:21][CH2:20]1.C(N(CC)CC)C, predict the reaction product. The product is: [CH3:33][C:29]1[CH:28]=[C:27]([CH:32]=[CH:31][CH:30]=1)[C:25]([CH:22]1[CH2:23][CH2:24][N:19]([C:15](=[O:17])[CH2:14][CH2:13][CH2:12][C:4]2[NH:3][C:2](=[O:1])[C:11]3[C:6](=[CH:7][CH:8]=[CH:9][CH:10]=3)[N:5]=2)[CH2:20][CH2:21]1)=[O:26]. (5) Given the reactants [F:1][C:2]1[C:7]([C:8]2[CH:9]=[C:10]([CH2:21][N:22]([CH3:30])[C:23](=[O:29])[O:24][C:25]([CH3:28])([CH3:27])[CH3:26])[S:11][C:12]=2[S:13]([C:16]2[NH:17][CH:18]=[CH:19][N:20]=2)(=O)=O)=[CH:6][CH:5]=[CH:4][N:3]=1.[C:31](=O)([O-])[O-].[K+].[K+].IC, predict the reaction product. The product is: [F:1][C:2]1[C:7]([C:8]2[CH:9]=[C:10]([CH2:21][N:22]([CH3:30])[C:23](=[O:29])[O:24][C:25]([CH3:28])([CH3:27])[CH3:26])[S:11][C:12]=2[S:13][C:16]2[N:17]([CH3:31])[CH:18]=[CH:19][N:20]=2)=[CH:6][CH:5]=[CH:4][N:3]=1.